From a dataset of Forward reaction prediction with 1.9M reactions from USPTO patents (1976-2016). Predict the product of the given reaction. The product is: [CH3:1][O:2][C:3](=[O:24])[CH:4]=[CH:30][C:29]1[CH:32]=[CH:33][C:26]([I:25])=[CH:27][CH:28]=1. Given the reactants [CH3:1][O:2][C:3](=[O:24])[CH:4]=P(C1C=CC=CC=1)(C1C=CC=CC=1)C1C=CC=CC=1.[I:25][C:26]1[CH:33]=[CH:32][C:29]([CH:30]=O)=[CH:28][CH:27]=1, predict the reaction product.